Dataset: Cav3 T-type calcium channel HTS with 100,875 compounds. Task: Binary Classification. Given a drug SMILES string, predict its activity (active/inactive) in a high-throughput screening assay against a specified biological target. (1) The drug is S(c1n(c(nn1)Cc1nc(sc1)N)CC=C)Cc1ccc(cc1)C(OC)=O. The result is 0 (inactive). (2) The compound is S(=O)(=O)(N(CC)CC)CCP(O)(=O)CN1CCOCC1. The result is 0 (inactive). (3) The molecule is O=C1N(Cc2ccccc2)C(Nc2c(OC)cccc2)=NC1. The result is 0 (inactive). (4) The molecule is Clc1cc(Nc2nc(N3CCCC3)nc(n2)NCCO)c(OCCCC)cc1. The result is 0 (inactive).